Task: Predict which catalyst facilitates the given reaction.. Dataset: Catalyst prediction with 721,799 reactions and 888 catalyst types from USPTO (1) Product: [CH:27]([O:26][C:23]1[CH:24]=[CH:25][C:20]([CH:18]=[O:19])=[CH:21][C:22]=1[CH3:30])([CH3:29])[CH3:28]. The catalyst class is: 29. Reactant: FC1C=C(C2OC3(CCN([C:18]([C:20]4[CH:25]=[CH:24][C:23]([O:26][CH:27]([CH3:29])[CH3:28])=[C:22]([CH3:30])[CH:21]=4)=[O:19])CC3)CC(O)C=2)C=NC=1.[H-].[Na+].C(I)C. (2) Reactant: Br[C:2]1[C:3]([C:10]([O:12]C)=O)=[N:4][C:5]([S:8][CH3:9])=[N:6][CH:7]=1.Cl.[NH2:15][C:16]1[CH:21]=[C:20]([C:22]([O:24][CH3:25])=[O:23])[CH:19]=[CH:18][C:17]=1B(O)O.C([O-])(=O)C.[Na+]. Product: [CH3:9][S:8][C:5]1[N:6]=[CH:7][C:2]2[C:17]3[CH:18]=[CH:19][C:20]([C:22]([O:24][CH3:25])=[O:23])=[CH:21][C:16]=3[NH:15][C:10](=[O:12])[C:3]=2[N:4]=1. The catalyst class is: 3. (3) Reactant: Cl.[CH3:2][N:3]1[CH2:8][CH2:7][C:6]([C:12]2[CH:17]=[CH:16][CH:15]=[CH:14][CH:13]=2)([C:9]([OH:11])=O)[CH2:5][CH2:4]1.[CH2:18]([N:25]1[CH2:30][CH2:29][NH:28][CH2:27][CH2:26]1)[C:19]1[CH:24]=[CH:23][CH:22]=[CH:21][CH:20]=1.C(N(CC)CC)C.C(Cl)CCl. Product: [CH2:18]([N:25]1[CH2:30][CH2:29][N:28]([C:9]([C:6]2([C:12]3[CH:17]=[CH:16][CH:15]=[CH:14][CH:13]=3)[CH2:5][CH2:4][N:3]([CH3:2])[CH2:8][CH2:7]2)=[O:11])[CH2:27][CH2:26]1)[C:19]1[CH:20]=[CH:21][CH:22]=[CH:23][CH:24]=1. The catalyst class is: 166. (4) Reactant: C([O:8][CH2:9][CH2:10][C:11]([F:38])([F:37])[CH2:12][N:13]1[C:17]([C:18]2[CH:23]=[CH:22][C:21]([F:24])=[CH:20][CH:19]=2)=[C:16]([C:25]2[CH:26]=[CH:27][C:28]3[O:33][CH2:32][C:31](=[O:34])[NH:30][C:29]=3[CH:35]=2)[C:15]([CH3:36])=[N:14]1)C1C=CC=CC=1. Product: [F:38][C:11]([F:37])([CH2:10][CH2:9][OH:8])[CH2:12][N:13]1[C:17]([C:18]2[CH:19]=[CH:20][C:21]([F:24])=[CH:22][CH:23]=2)=[C:16]([C:25]2[CH:26]=[CH:27][C:28]3[O:33][CH2:32][C:31](=[O:34])[NH:30][C:29]=3[CH:35]=2)[C:15]([CH3:36])=[N:14]1. The catalyst class is: 352. (5) Reactant: [CH3:1][C:2]1[C:6]([C:7]2[N:8]([S:24]([N:27]([CH3:29])[CH3:28])(=[O:26])=[O:25])[C:9]3[C:14]([C:15]=2[C:16]2[CH:21]=[CH:20][C:19]([O:22]C)=[CH:18][CH:17]=2)=[CH:13][CH:12]=[CH:11][CH:10]=3)=[C:5]([CH3:30])[O:4][N:3]=1.B(F)(F)F.S(C)C. Product: [CH3:1][C:2]1[C:6]([C:7]2[N:8]([S:24]([N:27]([CH3:28])[CH3:29])(=[O:26])=[O:25])[C:9]3[C:14]([C:15]=2[C:16]2[CH:17]=[CH:18][C:19]([OH:22])=[CH:20][CH:21]=2)=[CH:13][CH:12]=[CH:11][CH:10]=3)=[C:5]([CH3:30])[O:4][N:3]=1. The catalyst class is: 61. (6) Reactant: [CH2:1]([C:4]1[NH:9][C:8](=[S:10])[NH:7][C:6](=[O:11])[CH:5]=1)[CH2:2][CH3:3].[OH-].[Na+].I[CH3:15]. Product: [CH3:15][S:10][C:8]1[NH:7][C:6](=[O:11])[CH:5]=[C:4]([CH2:1][CH2:2][CH3:3])[N:9]=1. The catalyst class is: 6. (7) Product: [CH:23]([NH:26][C:27]([NH:1][C:2]1[CH:7]=[CH:6][C:5]([CH:8]2[CH2:22][N:12]3[C:13](=[O:21])[NH:14][C:15]4[CH:16]=[CH:17][CH:18]=[CH:19][C:20]=4[C:11]3=[N:10][CH2:9]2)=[CH:4][CH:3]=1)=[O:28])([CH3:25])[CH3:24]. The catalyst class is: 1. Reactant: [NH2:1][C:2]1[CH:7]=[CH:6][C:5]([CH:8]2[CH2:22][N:12]3[C:13](=[O:21])[NH:14][C:15]4[CH:16]=[CH:17][CH:18]=[CH:19][C:20]=4[C:11]3=[N:10][CH2:9]2)=[CH:4][CH:3]=1.[CH:23]([N:26]=[C:27]=[O:28])([CH3:25])[CH3:24].